Dataset: Forward reaction prediction with 1.9M reactions from USPTO patents (1976-2016). Task: Predict the product of the given reaction. (1) Given the reactants [CH3:1][C:2]([NH2:13])([CH3:12])[CH2:3][C:4]1[CH:9]=[CH:8][C:7]([O:10][CH3:11])=[CH:6][CH:5]=1.[ClH:14], predict the reaction product. The product is: [ClH:14].[CH3:12][C:2]([NH2:13])([CH3:1])[CH2:3][C:4]1[CH:9]=[CH:8][C:7]([O:10][CH3:11])=[CH:6][CH:5]=1. (2) Given the reactants [NH2:1][C:2]1[CH:7]=[CH:6][C:5]([N:8]2[C:14](=[O:15])[CH2:13][C:12](=[O:16])[NH:11][C:10]3[C:17]4[C:22]([CH:23]=[CH:24][C:9]2=3)=[CH:21][CH:20]=[CH:19][CH:18]=4)=[CH:4][CH:3]=1.[F:25][C:26]([F:37])([F:36])[C:27]1[CH:35]=[CH:34][C:30]([C:31](Cl)=[O:32])=[CH:29][CH:28]=1.C(NC1C=CC(N2C(=O)CC(=O)NC3C4C(C=CC2=3)=CC=CC=4)=CC=1)(=O)C1C=CC=CC=1, predict the reaction product. The product is: [F:25][C:26]([F:36])([F:37])[C:27]1[CH:35]=[CH:34][C:30]([C:31]([NH:1][C:2]2[CH:7]=[CH:6][C:5]([N:8]3[C:14](=[O:15])[CH2:13][C:12](=[O:16])[NH:11][C:10]4[C:17]5[C:22]([CH:23]=[CH:24][C:9]3=4)=[CH:21][CH:20]=[CH:19][CH:18]=5)=[CH:4][CH:3]=2)=[O:32])=[CH:29][CH:28]=1. (3) Given the reactants [Cl:1][C:2]1[CH:16]=[CH:15][C:5]([CH2:6][NH:7][C:8]2[CH:13]=[CH:12][CH:11]=[C:10]([F:14])[N:9]=2)=[CH:4][CH:3]=1.[Br:17]N1C(=O)CCC1=O.S([O-])([O-])(=O)=S.[Na+].[Na+], predict the reaction product. The product is: [Br:17][C:11]1[CH:12]=[CH:13][C:8]([NH:7][CH2:6][C:5]2[CH:15]=[CH:16][C:2]([Cl:1])=[CH:3][CH:4]=2)=[N:9][C:10]=1[F:14]. (4) Given the reactants [Cl:1][C:2]1[CH:7]=[C:6]([Cl:8])[CH:5]=[CH:4][C:3]=1[S:9]([N:12]([CH2:14][C:15]1[O:19][CH:18]=[C:17]([C:20](O)=[O:21])[CH:16]=1)[CH3:13])(=[O:11])=[O:10].C1N=CN(C(N2C=NC=C2)=O)C=1.[NH:35]1[CH2:39][CH2:38][N:37]=[C:36]1[C:40]1[CH:45]=[CH:44][C:43]([CH2:46][CH2:47][NH:48][CH3:49])=[CH:42][CH:41]=1.Cl, predict the reaction product. The product is: [Cl:1][C:2]1[CH:7]=[C:6]([Cl:8])[CH:5]=[CH:4][C:3]=1[S:9]([N:12]([CH2:14][C:15]1[O:19][CH:18]=[C:17]([C:20]([N:48]([CH2:47][CH2:46][C:43]2[CH:42]=[CH:41][C:40]([C:36]3[NH:37][CH2:38][CH2:39][N:35]=3)=[CH:45][CH:44]=2)[CH3:49])=[O:21])[CH:16]=1)[CH3:13])(=[O:10])=[O:11]. (5) Given the reactants C(OC([NH:8][C:9]1([CH3:27])[CH2:14][CH2:13][N:12]([C:15]2[CH:20]=[CH:19][C:18]([C:21]3[CH:26]=[CH:25][CH:24]=[CH:23][CH:22]=3)=[CH:17][N:16]=2)[CH2:11][CH2:10]1)=O)(C)(C)C.FC(F)(F)C(O)=O, predict the reaction product. The product is: [NH2:8][C:9]1([CH3:27])[CH2:14][CH2:13][N:12]([C:15]2[CH:20]=[CH:19][C:18]([C:21]3[CH:26]=[CH:25][CH:24]=[CH:23][CH:22]=3)=[CH:17][N:16]=2)[CH2:11][CH2:10]1.